From a dataset of Forward reaction prediction with 1.9M reactions from USPTO patents (1976-2016). Predict the product of the given reaction. (1) Given the reactants [CH3:1][NH:2][S:3]([C:6]1[CH:7]=[CH:8][CH:9]=[C:10]2[C:14]=1[NH:13][CH:12]=[CH:11]2)(=[O:5])=[O:4].Cl[C:16]1[CH:21]=[CH:20][N:19]=[C:18]([NH:22][CH:23]2[CH2:28][C:27]([CH3:30])([CH3:29])[NH:26][C:25]([CH3:32])([CH3:31])[CH2:24]2)[N:17]=1.CCCC[N+](CCCC)(CCCC)CCCC.[F-], predict the reaction product. The product is: [CH3:1][NH:2][S:3]([C:6]1[CH:7]=[CH:8][CH:9]=[C:10]2[C:14]=1[NH:13][CH:12]=[C:11]2[C:20]1[CH:21]=[CH:16][N:17]=[C:18]([NH:22][CH:23]2[CH2:28][C:27]([CH3:30])([CH3:29])[NH:26][C:25]([CH3:32])([CH3:31])[CH2:24]2)[N:19]=1)(=[O:5])=[O:4]. (2) Given the reactants [C:1]([O:7][CH2:8][CH3:9])(=[O:6])[CH2:2][C:3]([CH3:5])=O.[F:10][C:11]1[CH:12]=[C:13]([CH:16]=[CH:17][CH:18]=1)[CH:14]=O.[NH4+:19].[OH-:20], predict the reaction product. The product is: [F:10][C:11]1[CH:12]=[C:13]([CH:14]2[C:2]([C:1]([O:7][CH2:8][CH3:9])=[O:6])=[C:3]([CH3:5])[NH:19][C:3]([CH3:5])=[C:2]2[C:1]([O:7][CH2:8][CH3:9])=[O:20])[CH:16]=[CH:17][CH:18]=1. (3) Given the reactants N[C:2]1[CH:10]=[CH:9][C:5]([C:6]([OH:8])=[O:7])=[CH:4][CH:3]=1.[CH:11](=[O:17])[C:12]1[O:16][CH:15]=[CH:14][CH:13]=1, predict the reaction product. The product is: [CH:11]([C:12]1[O:16][C:15]([C:2]2[CH:10]=[CH:9][C:5]([C:6]([OH:8])=[O:7])=[CH:4][CH:3]=2)=[CH:14][CH:13]=1)=[O:17].